From a dataset of Reaction yield outcomes from USPTO patents with 853,638 reactions. Predict the reaction yield, written as a fraction of the theoretical maximum amount of product (1.0 means a 100% yield; for example, 0.34 means a 34% yield). The reactants are [F:1][C:2]([F:41])([F:40])[C:3]1[CH:4]=[C:5]([CH:33]=[C:34]([C:36]([F:39])([F:38])[F:37])[CH:35]=1)[C:6]([NH:8][CH2:9][C@H:10]1[CH2:15][CH2:14][C@H:13]([N:16]([CH2:23][CH2:24][NH:25]C(=O)OC(C)(C)C)[C:17](=[O:22])[C:18]([F:21])([F:20])[F:19])[CH2:12][CH2:11]1)=[O:7].FC(F)(F)C(O)=O. The catalyst is C(Cl)Cl. The product is [NH2:25][CH2:24][CH2:23][N:16]([C@H:13]1[CH2:14][CH2:15][C@H:10]([CH2:9][NH:8][C:6](=[O:7])[C:5]2[CH:4]=[C:3]([C:2]([F:41])([F:1])[F:40])[CH:35]=[C:34]([C:36]([F:37])([F:38])[F:39])[CH:33]=2)[CH2:11][CH2:12]1)[C:17](=[O:22])[C:18]([F:21])([F:20])[F:19]. The yield is 1.00.